From a dataset of NCI-60 drug combinations with 297,098 pairs across 59 cell lines. Regression. Given two drug SMILES strings and cell line genomic features, predict the synergy score measuring deviation from expected non-interaction effect. Drug 1: CN(C)N=NC1=C(NC=N1)C(=O)N. Drug 2: C1=NC2=C(N=C(N=C2N1C3C(C(C(O3)CO)O)F)Cl)N. Cell line: NCIH23. Synergy scores: CSS=23.4, Synergy_ZIP=-6.91, Synergy_Bliss=-9.53, Synergy_Loewe=-42.7, Synergy_HSA=-10.1.